From a dataset of Full USPTO retrosynthesis dataset with 1.9M reactions from patents (1976-2016). Predict the reactants needed to synthesize the given product. (1) Given the product [C:10]([O:9][C:4]1[CH:3]=[C:2]([B:19]([OH:24])[OH:20])[CH:7]=[C:6]([F:8])[CH:5]=1)([CH3:13])([CH3:12])[CH3:11], predict the reactants needed to synthesize it. The reactants are: Br[C:2]1[CH:7]=[C:6]([F:8])[CH:5]=[C:4]([O:9][C:10]([CH3:13])([CH3:12])[CH3:11])[CH:3]=1.C([Li])CCC.[B:19](OC(C)C)([O:24]C(C)C)[O:20]C(C)C. (2) Given the product [F:1][C:2]1[CH:11]=[CH:10][C:9]([F:12])=[C:8]2[C:3]=1[CH:4]=[N:5][C:6]([CH3:13])=[N:7]2, predict the reactants needed to synthesize it. The reactants are: [F:1][C:2]1[CH:11]=[CH:10][C:9]([F:12])=[C:8]2[C:3]=1[C:4](=O)[NH:5][C:6]([CH3:13])=[N:7]2.P(Cl)(Cl)(Cl)(Cl)Cl.C([O-])(O)=O.[Na+]. (3) Given the product [CH2:1]([NH:5][C:6]1[CH:14]=[CH:13][CH:12]=[CH:11][C:7]=1[C:8]([NH:50][C:46]([CH3:47])([C:48]#[CH:49])[CH3:45])=[O:10])[CH:2]([CH3:3])[CH3:4], predict the reactants needed to synthesize it. The reactants are: [CH2:1]([NH:5][C:6]1[CH:14]=[CH:13][CH:12]=[CH:11][C:7]=1[C:8]([OH:10])=O)[CH:2]([CH3:4])[CH3:3].CCN=C=NCCCN(C)C.C1C=CC2N(O)N=NC=2C=1.CCN(C(C)C)C(C)C.[CH3:45][C:46]([NH2:50])([C:48]#[CH:49])[CH3:47]. (4) The reactants are: [OH-:1].[Na+].[OH:3][C:4]1[CH:13]=[CH:12][CH:11]=[C:10]2[C:5]=1[C:6]([NH:14][C:15]1[CH:20]=[CH:19][C:18]([O:21][C:22]3[CH:23]=[N:24][C:25]([CH3:28])=[CH:26][CH:27]=3)=[C:17]([CH3:29])[CH:16]=1)=[N:7][CH:8]=[N:9]2.[CH3:30][C:31](O)([CH3:36])[C:32](Cl)(Cl)Cl.CC(C)=[O:40]. Given the product [CH3:30][C:31]([O:3][C:4]1[CH:13]=[CH:12][CH:11]=[C:10]2[C:5]=1[C:6]([NH:14][C:15]1[CH:20]=[CH:19][C:18]([O:21][C:22]3[CH:23]=[N:24][C:25]([CH3:28])=[CH:26][CH:27]=3)=[C:17]([CH3:29])[CH:16]=1)=[N:7][CH:8]=[N:9]2)([CH3:36])[C:32]([OH:40])=[O:1], predict the reactants needed to synthesize it. (5) Given the product [CH:13]1([N:10]2[CH2:9][C:8]3([CH2:19][CH2:18]3)[C:7](=[O:20])[N:6]([CH3:21])[C:5]3[CH:4]=[N:3][C:2]([NH:22][C:23]4[CH:41]=[CH:40][C:26]([C:27]([NH:29][CH:30]5[CH2:37][C@H:36]6[N:38]([CH3:39])[C@H:32]([CH2:33][CH2:34][CH2:35]6)[CH2:31]5)=[O:28])=[CH:25][C:24]=4[F:42])=[N:12][C:11]2=3)[CH2:17][CH2:16][CH2:15][CH2:14]1, predict the reactants needed to synthesize it. The reactants are: Cl[C:2]1[N:3]=[CH:4][C:5]2[N:6]([CH3:21])[C:7](=[O:20])[C:8]3([CH2:19][CH2:18]3)[CH2:9][N:10]([CH:13]3[CH2:17][CH2:16][CH2:15][CH2:14]3)[C:11]=2[N:12]=1.[NH2:22][C:23]1[CH:41]=[CH:40][C:26]([C:27]([NH:29][CH:30]2[CH2:37][C@H:36]3[N:38]([CH3:39])[C@H:32]([CH2:33][CH2:34][CH2:35]3)[CH2:31]2)=[O:28])=[CH:25][C:24]=1[F:42].O.C1(C)C=CC(S(O)(=O)=O)=CC=1. (6) Given the product [Cl:1][C:2]1[CH:7]=[CH:6][C:5]([C@@H:8]2[C:20]3[CH:19]=[C:18]([C:21]4[CH:22]=[CH:23][N:24]=[CH:25][CH:26]=4)[S:17][C:16]=3[C:14](=[O:15])[C@H:9]2[C:10]([O:12][CH3:13])=[O:11])=[CH:4][CH:3]=1, predict the reactants needed to synthesize it. The reactants are: [Cl:1][C:2]1[CH:7]=[CH:6][C:5](/[CH:8]=[C:9](/[C:14]([C:16]2[S:17][C:18]([C:21]3[CH:26]=[CH:25][N:24]=[CH:23][CH:22]=3)=[CH:19][CH:20]=2)=[O:15])\[C:10]([O:12][CH3:13])=[O:11])=[CH:4][CH:3]=1.ClCCCl.[Cl-].[Cl-].[Cl-].[Al+3]. (7) Given the product [C:14]1([C:2]2[C:11]3[C:6](=[CH:7][CH:8]=[CH:9][CH:10]=3)[NH:5][C:4](=[O:12])[C:3]=2[OH:13])[CH:19]=[CH:18][CH:17]=[CH:16][CH:15]=1, predict the reactants needed to synthesize it. The reactants are: Br[C:2]1[C:11]2[C:6](=[CH:7][CH:8]=[CH:9][CH:10]=2)[NH:5][C:4](=[O:12])[C:3]=1[OH:13].[C:14]1(B(O)O)[CH:19]=[CH:18][CH:17]=[CH:16][CH:15]=1.C([O-])([O-])=O.[Na+].[Na+]. (8) Given the product [NH:15]1[CH:2]2[CH:3]([CH2:4][CH2:5][C:6]3[C:11]2=[N:10][CH:9]=[CH:8][CH:7]=3)[CH2:12][CH2:13][CH2:14]1, predict the reactants needed to synthesize it. The reactants are: O=[C:2]1[C:11]2[N:10]=[CH:9][CH:8]=[CH:7][C:6]=2[CH2:5][CH2:4][CH:3]1[CH2:12][CH2:13][C:14]#[N:15]. (9) Given the product [I:1][C:2]1[C:6]([CH:7]=[N:23][S:20]([C:17]2[CH:16]=[CH:15][C:14]([C:13]([F:12])([F:25])[F:24])=[CH:19][CH:18]=2)(=[O:21])=[O:22])=[CH:5][N:4]([CH2:9][O:10][CH3:11])[N:3]=1, predict the reactants needed to synthesize it. The reactants are: [I:1][C:2]1[C:6]([CH:7]=O)=[CH:5][N:4]([CH2:9][O:10][CH3:11])[N:3]=1.[F:12][C:13]([F:25])([F:24])[C:14]1[CH:19]=[CH:18][C:17]([S:20]([NH2:23])(=[O:22])=[O:21])=[CH:16][CH:15]=1.